This data is from Forward reaction prediction with 1.9M reactions from USPTO patents (1976-2016). The task is: Predict the product of the given reaction. (1) Given the reactants [NH2:1][C:2]1[CH:10]=[C:9]([O:11][CH3:12])[CH:8]=[C:7]([O:13][CH3:14])[C:3]=1[C:4]([NH2:6])=[O:5].[CH:15]([C:17]1[CH:27]=[C:26]([CH3:28])[C:20]([CH2:21][NH:22][C:23](=[O:25])[CH3:24])=[C:19]([CH3:29])[CH:18]=1)=O.S(=O)(O)[O-].[Na+].CC1C=CC(S(O)(=O)=O)=CC=1.O, predict the reaction product. The product is: [CH3:14][O:13][C:7]1[CH:8]=[C:9]([O:11][CH3:12])[CH:10]=[C:2]2[C:3]=1[C:4](=[O:5])[NH:6][C:15]([C:17]1[CH:27]=[C:26]([CH3:28])[C:20]([CH2:21][NH:22][C:23](=[O:25])[CH3:24])=[C:19]([CH3:29])[CH:18]=1)=[N:1]2. (2) Given the reactants [C:1]([N:4]1[CH2:8][CH2:7][CH:6]([CH3:9])[CH:5]1[C:10]1[C:15](F)=[CH:14][C:13]([NH:17][C:18]([C:20]2[CH:25]=[CH:24][CH:23]=[CH:22][N:21]=2)=O)=[C:12]([N+:26]([O-])=O)[CH:11]=1)(=[O:3])[CH3:2].[CH3:29][S:30]([C:33]1[CH:38]=[CH:37][C:36]([OH:39])=[CH:35][CH:34]=1)(=[O:32])=[O:31], predict the reaction product. The product is: [C:1]([N:4]1[CH2:8][CH2:7][CH:6]([CH3:9])[CH:5]1[C:10]1[C:15]([O:39][C:36]2[CH:35]=[CH:34][C:33]([S:30]([CH3:29])(=[O:32])=[O:31])=[CH:38][CH:37]=2)=[CH:14][C:13]2[NH:17][C:18]([C:20]3[CH:25]=[CH:24][CH:23]=[CH:22][N:21]=3)=[N:26][C:12]=2[CH:11]=1)(=[O:3])[CH3:2]. (3) Given the reactants [Cl:1][C:2]1[CH:24]=[C:23]([Cl:25])[CH:22]=[CH:21][C:3]=1[CH2:4][N:5]1[C:9]([CH2:10][CH2:11][C:12](OCC)=[O:13])=[CH:8][C:7]([O:17][CH2:18][O:19][CH3:20])=[N:6]1.[H-].C([Al+]CC(C)C)C(C)C.C(O)C.[Cl-].[NH4+], predict the reaction product. The product is: [Cl:1][C:2]1[CH:24]=[C:23]([Cl:25])[CH:22]=[CH:21][C:3]=1[CH2:4][N:5]1[C:9]([CH2:10][CH2:11][CH2:12][OH:13])=[CH:8][C:7]([O:17][CH2:18][O:19][CH3:20])=[N:6]1.